Dataset: Forward reaction prediction with 1.9M reactions from USPTO patents (1976-2016). Task: Predict the product of the given reaction. (1) The product is: [CH2:1]([O:8][CH2:9][O:10][C@H:11]1[CH2:15][N:14]([C:16]([C@H:18]2[CH2:19][CH2:20][C@H:21]([C:24]([F:25])([F:26])[F:27])[CH2:22][CH2:23]2)=[O:17])[C@@H:13]([CH2:28][O:29][C:30]2[C:31]([C:36]([NH:44][C:40]3[O:39][CH:43]=[CH:42][N:41]=3)=[O:38])=[N:32][CH:33]=[CH:34][CH:35]=2)[CH2:12]1)[C:2]1[CH:3]=[CH:4][CH:5]=[CH:6][CH:7]=1. Given the reactants [CH2:1]([O:8][CH2:9][O:10][C@H:11]1[CH2:15][N:14]([C:16]([C@H:18]2[CH2:23][CH2:22][C@H:21]([C:24]([F:27])([F:26])[F:25])[CH2:20][CH2:19]2)=[O:17])[C@@H:13]([CH2:28][O:29][C:30]2[C:31]([C:36]([OH:38])=O)=[N:32][CH:33]=[CH:34][CH:35]=2)[CH2:12]1)[C:2]1[CH:7]=[CH:6][CH:5]=[CH:4][CH:3]=1.[O:39]1[CH:43]=[CH:42][N:41]=[C:40]1[NH2:44].Cl.Cl.N1CCC[C@@H]1COC1C(C(N)=O)=NC=CC=1, predict the reaction product. (2) Given the reactants [CH3:1][NH:2][C:3]([C@@H:5]([NH:17][C:18]([CH:20]([CH2:27][CH2:28][O:29][C:30]1[C:35]([F:36])=[C:34]([F:37])[C:33]([F:38])=[C:32]([F:39])[C:31]=1[F:40])[CH2:21][C:22]([O:24]CC)=[O:23])=[O:19])[CH2:6][C:7]1[CH:16]=[CH:15][C:14]2[C:9](=[CH:10][CH:11]=[CH:12][CH:13]=2)[CH:8]=1)=[O:4].[Li+].[OH-], predict the reaction product. The product is: [CH3:1][NH:2][C:3]([C@@H:5]([NH:17][C:18]([CH:20]([CH2:27][CH2:28][O:29][C:30]1[C:31]([F:40])=[C:32]([F:39])[C:33]([F:38])=[C:34]([F:37])[C:35]=1[F:36])[CH2:21][C:22]([OH:24])=[O:23])=[O:19])[CH2:6][C:7]1[CH:16]=[CH:15][C:14]2[C:9](=[CH:10][CH:11]=[CH:12][CH:13]=2)[CH:8]=1)=[O:4].